From a dataset of Forward reaction prediction with 1.9M reactions from USPTO patents (1976-2016). Predict the product of the given reaction. (1) Given the reactants Cl.[NH2:2]O.[C:4]1([CH2:10][CH2:11][C:12]([C:14]2[CH:19]=[CH:18][C:17]([C:20]([F:23])([F:22])[F:21])=[CH:16][CH:15]=2)=O)[CH:9]=[CH:8][CH:7]=[CH:6][CH:5]=1, predict the reaction product. The product is: [C:4]1([CH2:10][CH2:11][CH:12]([C:14]2[CH:19]=[CH:18][C:17]([C:20]([F:23])([F:22])[F:21])=[CH:16][CH:15]=2)[NH2:2])[CH:9]=[CH:8][CH:7]=[CH:6][CH:5]=1. (2) Given the reactants [Cl:1][C:2]1[CH:7]=[CH:6][C:5]([CH:8]([C:29]2[CH:38]=[CH:37][C:36]3[C:31](=[CH:32][CH:33]=[C:34]([O:39]C)[CH:35]=3)[CH:30]=2)[C@@H:9]([C:13]2[CH:28]=[CH:27][C:16]([C:17]([NH:19][CH2:20][CH2:21][C:22]([O:24][CH2:25][CH3:26])=[O:23])=[O:18])=[CH:15][CH:14]=2)[CH2:10][CH2:11][CH3:12])=[CH:4][CH:3]=1.B(Br)(Br)Br, predict the reaction product. The product is: [Cl:1][C:2]1[CH:3]=[CH:4][C:5]([CH:8]([C:29]2[CH:38]=[CH:37][C:36]3[C:31](=[CH:32][CH:33]=[C:34]([OH:39])[CH:35]=3)[CH:30]=2)[C@@H:9]([C:13]2[CH:28]=[CH:27][C:16]([C:17]([NH:19][CH2:20][CH2:21][C:22]([O:24][CH2:25][CH3:26])=[O:23])=[O:18])=[CH:15][CH:14]=2)[CH2:10][CH2:11][CH3:12])=[CH:6][CH:7]=1. (3) Given the reactants [Cl:1][CH2:2][CH2:3][CH2:4][N:5]=[C:6]=[O:7].CO[C:10]([C@:12]1([CH3:34])[CH2:24][C:23]2[C:22]3[C:17](=[CH:18][CH:19]=[C:20]([O:25][CH3:26])[CH:21]=3)[NH:16][C:15]=2[C@@H:14]([C:27]2[CH:32]=[CH:31][CH:30]=[C:29]([OH:33])[CH:28]=2)[NH:13]1)=[O:11], predict the reaction product. The product is: [Cl:1][CH2:2][CH2:3][CH2:4][N:5]1[C:6](=[O:7])[N:13]2[C@H:14]([C:27]3[CH:32]=[CH:31][CH:30]=[C:29]([OH:33])[CH:28]=3)[C:15]3[NH:16][C:17]4[C:22]([C:23]=3[CH2:24][C@@:12]2([CH3:34])[C:10]1=[O:11])=[CH:21][C:20]([O:25][CH3:26])=[CH:19][CH:18]=4. (4) Given the reactants [N:1]([CH2:4][CH2:5][CH2:6][CH2:7][N:8]1[CH:12]=[C:11]([C:13]([NH:15][CH2:16][C:17]2[CH:22]=[CH:21][CH:20]=[C:19]([O:23][C:24]([F:27])([F:26])[F:25])[CH:18]=2)=[O:14])[N:10]=[N:9]1)=[N+:2]=[N-:3].[C:28]([N:30]1[C:38](=[O:39])[C:37]2[C:32](=[CH:33][CH:34]=[CH:35][CH:36]=2)[C:31]1=[O:40])#[CH:29].C(O)[C@H](O)[C@H]1OC(=O)C(O)=C1O, predict the reaction product. The product is: [O:40]=[C:31]1[C:32]2[C:37](=[CH:36][CH:35]=[CH:34][CH:33]=2)[C:38](=[O:39])[N:30]1[C:28]1[N:3]=[N:2][N:1]([CH2:4][CH2:5][CH2:6][CH2:7][N:8]2[CH:12]=[C:11]([C:13]([NH:15][CH2:16][C:17]3[CH:22]=[CH:21][CH:20]=[C:19]([O:23][C:24]([F:27])([F:26])[F:25])[CH:18]=3)=[O:14])[N:10]=[N:9]2)[CH:29]=1. (5) Given the reactants O[C:2]1[C:10]([N:11]([CH2:13][CH2:14][OH:15])[CH3:12])=[C:9]2[C:5]([CH:6]=[N:7][N:8]2[CH2:16][C@@H:17]([NH:19][C:20](=[O:29])[O:21][CH2:22][C:23]2[CH:28]=[CH:27][CH:26]=[CH:25][CH:24]=2)[CH3:18])=[CH:4][CH:3]=1.C1(P(C2C=CC=CC=2)C2C=CC=CC=2)C=CC=CC=1.N(C(OCC)=O)=NC(OCC)=O.[Cl-].[NH4+], predict the reaction product. The product is: [CH3:12][N:11]1[C:10]2[C:2](=[CH:3][CH:4]=[C:5]3[C:9]=2[N:8]([CH2:16][C@@H:17]([NH:19][C:20](=[O:29])[O:21][CH2:22][C:23]2[CH:28]=[CH:27][CH:26]=[CH:25][CH:24]=2)[CH3:18])[N:7]=[CH:6]3)[O:15][CH2:14][CH2:13]1. (6) Given the reactants [CH3:1][O:2][C:3](=[O:16])[C:4]1[CH:9]=[CH:8][C:7]([C:10]([C:13](O)=[O:14])([OH:12])[CH3:11])=[CH:6][CH:5]=1.C1C=CC2N(O)N=[N:23][C:21]=2C=1.Cl.CN.CCN(CC)CC.C(Cl)CCl, predict the reaction product. The product is: [CH3:1][O:2][C:3](=[O:16])[C:4]1[CH:9]=[CH:8][C:7]([C:10]([OH:12])([C:13](=[O:14])[NH:23][CH3:21])[CH3:11])=[CH:6][CH:5]=1.